From a dataset of Forward reaction prediction with 1.9M reactions from USPTO patents (1976-2016). Predict the product of the given reaction. Given the reactants Br[C:2]1[CH:3]=[C:4]([C:8]2([C:14]3[CH:19]=[CH:18][CH:17]=[CH:16][CH:15]=3)[CH2:12][O:11][C:10]([NH2:13])=[N:9]2)[CH:5]=[CH:6][CH:7]=1.CC(C)([O-])C.[Na+].C(P(C(C)(C)C)C1C=CC=CC=1C1C(C(C)C)=CC(C(C)C)=CC=1C(C)C)(C)(C)C.[CH2:56]1[O:65][C:64]2[CH:63]=[CH:62][C:60]([NH2:61])=[CH:59][C:58]=2[O:57]1, predict the reaction product. The product is: [O:65]1[C:64]2[CH:63]=[CH:62][C:60]([NH:61][C:2]3[CH:3]=[C:4]([C:8]4([C:14]5[CH:19]=[CH:18][CH:17]=[CH:16][CH:15]=5)[CH2:12][O:11][C:10]([NH2:13])=[N:9]4)[CH:5]=[CH:6][CH:7]=3)=[CH:59][C:58]=2[O:57][CH2:56]1.